This data is from NCI-60 drug combinations with 297,098 pairs across 59 cell lines. The task is: Regression. Given two drug SMILES strings and cell line genomic features, predict the synergy score measuring deviation from expected non-interaction effect. Drug 1: CC12CCC3C(C1CCC2O)C(CC4=C3C=CC(=C4)O)CCCCCCCCCS(=O)CCCC(C(F)(F)F)(F)F. Drug 2: CC(C)CN1C=NC2=C1C3=CC=CC=C3N=C2N. Cell line: SK-OV-3. Synergy scores: CSS=2.15, Synergy_ZIP=-2.25, Synergy_Bliss=-4.09, Synergy_Loewe=1.29, Synergy_HSA=-3.59.